Dataset: Full USPTO retrosynthesis dataset with 1.9M reactions from patents (1976-2016). Task: Predict the reactants needed to synthesize the given product. (1) The reactants are: [CH2:1]([N:8]([CH2:20][CH2:21][CH2:22]O)[C:9]([C:11]1[NH:12][C:13](=[O:19])[C:14]([Br:18])=[CH:15][C:16]=1[CH3:17])=[O:10])[C:2]1[CH:7]=[CH:6][CH:5]=[CH:4][CH:3]=1.C1(P(C2C=CC=CC=2)C2C=CC=CC=2)C=CC=CC=1.N(C(OC(C)C)=O)=NC(OC(C)C)=O. Given the product [CH2:1]([N:8]1[CH2:20][CH2:21][CH2:22][N:12]2[C:13](=[O:19])[C:14]([Br:18])=[CH:15][C:16]([CH3:17])=[C:11]2[C:9]1=[O:10])[C:2]1[CH:3]=[CH:4][CH:5]=[CH:6][CH:7]=1, predict the reactants needed to synthesize it. (2) Given the product [CH3:17][O:16][C:12]1[C:9]2[C:10]([CH3:11])=[C:6]([C:4]([OH:5])=[O:3])[O:7][C:8]=2[CH:15]=[CH:14][CH:13]=1, predict the reactants needed to synthesize it. The reactants are: C([O:3][C:4]([C:6]1[O:7][C:8]2[CH:15]=[CH:14][CH:13]=[C:12]([O:16][CH3:17])[C:9]=2[C:10]=1[CH3:11])=[O:5])C.[Li+].[OH-]. (3) Given the product [Cl:1][C:2]1[CH:7]=[C:6]([Cl:8])[CH:5]=[CH:4][C:3]=1[C:9]1[N:14]2[N:15]=[C:16]([CH2:26][CH3:27])[C:17]([NH:18][CH2:33][CH2:32][O:31][CH3:30])=[C:13]2[CH:12]=[CH:11][CH:10]=1, predict the reactants needed to synthesize it. The reactants are: [Cl:1][C:2]1[CH:7]=[C:6]([Cl:8])[CH:5]=[CH:4][C:3]=1[C:9]1[N:14]2[N:15]=[C:16]([CH2:26][CH3:27])[C:17]([NH:18]C(=O)OC(C)(C)C)=[C:13]2[CH:12]=[CH:11][CH:10]=1.[H-].[Na+].[CH3:30][O:31][CH2:32][CH2:33]Br.Cl.C(OCC)(=O)C.[OH-].[Na+]. (4) Given the product [F:22][C:16]1[CH:17]=[CH:18][CH:19]=[C:20]([F:21])[C:15]=1[O:14][C:12]1[CH2:13][N:9]([C@@H:4]([CH2:5][CH:6]([CH3:8])[CH3:7])[C:3]([OH:24])=[O:2])[C:10](=[O:23])[CH:11]=1, predict the reactants needed to synthesize it. The reactants are: C[O:2][C:3](=[O:24])[C@@H:4]([N:9]1[CH2:13][C:12]([O:14][C:15]2[C:20]([F:21])=[CH:19][CH:18]=[CH:17][C:16]=2[F:22])=[CH:11][C:10]1=[O:23])[CH2:5][CH:6]([CH3:8])[CH3:7].[OH-].[Li+].C(OCC)C. (5) Given the product [C:1]([OH:5])(=[O:4])[CH:2]=[CH2:3].[NH2:49][C:1]([O:5][CH2:6][CH3:7])=[O:4], predict the reactants needed to synthesize it. The reactants are: [C:1]([O:5][CH2:6][CH:7](O)C)(=[O:4])[CH:2]=[CH2:3].C([O-])(=O)CCCCCCCCCCC.C([O-])(=O)CCCCCCCCCCC.C([Sn+2]CCCC)CCC.O=C=[N:49]C1CC(C)(C)CC(C)(CN=C=O)C1. (6) Given the product [C:46]([N:8]1[C:6]2[C:5](=[CH:4][CH:3]=[C:2]([Br:1])[CH:7]=2)[C:10]2([CH:15]([C:16]3[CH:21]=[C:20]([Cl:22])[CH:19]=[CH:18][C:17]=3[O:23][C:24]([CH2:34][CH3:35])([C:27]([NH:29][S:30]([CH3:33])(=[O:32])=[O:31])=[O:28])[CH2:25][CH3:26])[CH2:14][C:13](=[O:36])[NH:12][CH:11]2[C:37]2[CH:42]=[C:41]([Cl:43])[CH:40]=[CH:39][C:38]=2[CH3:44])[C:9]1=[O:45])(=[O:48])[CH3:47], predict the reactants needed to synthesize it. The reactants are: [Br:1][C:2]1[CH:7]=[C:6]2[NH:8][C:9](=[O:45])[C:10]3([CH:15]([C:16]4[CH:21]=[C:20]([Cl:22])[CH:19]=[CH:18][C:17]=4[O:23][C:24]([CH2:34][CH3:35])([C:27]([NH:29][S:30]([CH3:33])(=[O:32])=[O:31])=[O:28])[CH2:25][CH3:26])[CH2:14][C:13](=[O:36])[NH:12][CH:11]3[C:37]3[CH:42]=[C:41]([Cl:43])[CH:40]=[CH:39][C:38]=3[CH3:44])[C:5]2=[CH:4][CH:3]=1.[C:46](OC(=O)C)(=[O:48])[CH3:47].